Dataset: Reaction yield outcomes from USPTO patents with 853,638 reactions. Task: Predict the reaction yield, written as a fraction of the theoretical maximum amount of product (1.0 means a 100% yield; for example, 0.34 means a 34% yield). (1) The reactants are [CH3:1][C:2]1[CH:7]=[CH:6][C:5]([C:8]2[N:12]([C:13]3[CH:18]=C(C#N)[CH:16]=[CH:15][N:14]=3)[N:11]=[CH:10][CH:9]=2)=[CH:4][CH:3]=1.[OH-:21].[Na+].Cl.[CH3:24][CH2:25][OH:26]. The product is [C:2]1([CH3:1])[CH:7]=[CH:6][C:5]([C:8]2[N:12]([C:13]3[CH:18]=[C:24]([CH:16]=[CH:15][N:14]=3)[C:25]([OH:21])=[O:26])[N:11]=[CH:10][CH:9]=2)=[CH:4][CH:3]=1. No catalyst specified. The yield is 0.470. (2) The reactants are Cl[C:2]1[N:7]=[C:6]([C:8]2[S:12][C:11]([C:13]([CH3:16])([CH3:15])[CH3:14])=[N:10][C:9]=2[C:17]2[C:18]([F:35])=[C:19]([NH:23][S:24]([C:27]3[C:32]([F:33])=[CH:31][CH:30]=[CH:29][C:28]=3[F:34])(=[O:26])=[O:25])[CH:20]=[CH:21][CH:22]=2)[CH:5]=[CH:4][N:3]=1.[Br-].[CH2:37]([O:39][C:40](=[O:44])[CH2:41][CH2:42][Zn+])[CH3:38].C1COCC1. The catalyst is C1C=CC([P]([Pd]([P](C2C=CC=CC=2)(C2C=CC=CC=2)C2C=CC=CC=2)([P](C2C=CC=CC=2)(C2C=CC=CC=2)C2C=CC=CC=2)[P](C2C=CC=CC=2)(C2C=CC=CC=2)C2C=CC=CC=2)(C2C=CC=CC=2)C2C=CC=CC=2)=CC=1. The product is [F:34][C:28]1[CH:29]=[CH:30][CH:31]=[C:32]([F:33])[C:27]=1[S:24]([NH:23][C:19]1[C:18]([F:35])=[C:17]([C:9]2[N:10]=[C:11]([C:13]([CH3:16])([CH3:15])[CH3:14])[S:12][C:8]=2[C:6]2[CH:5]=[CH:4][N:3]=[C:2]([CH2:42][CH2:41][C:40]([O:39][CH2:37][CH3:38])=[O:44])[N:7]=2)[CH:22]=[CH:21][CH:20]=1)(=[O:26])=[O:25]. The yield is 0.640. (3) The reactants are [Cl:1][C:2]1[CH:3]=[C:4]([C:14]2([OH:21])[CH2:17][CH:16]([C:18](O)=[O:19])[CH2:15]2)[CH:5]=[CH:6][C:7]=1[CH2:8][N:9]1[CH2:13][CH2:12][CH2:11][CH2:10]1.Cl.[CH3:23][NH:24][CH2:25][CH:26]1[CH2:31][CH2:30][O:29][CH2:28][CH2:27]1.C(N(CC)CC)C.C(P1(=O)OP(CCC)(=O)OP(CCC)(=O)O1)CC.[OH-].[Na+]. The catalyst is CCOC(C)=O. The product is [CH3:23][N:24]([CH2:25][CH:26]1[CH2:31][CH2:30][O:29][CH2:28][CH2:27]1)[C:18]([CH:16]1[CH2:15][C:14]([C:4]2[CH:5]=[CH:6][C:7]([CH2:8][N:9]3[CH2:10][CH2:11][CH2:12][CH2:13]3)=[C:2]([Cl:1])[CH:3]=2)([OH:21])[CH2:17]1)=[O:19]. The yield is 0.320. (4) The reactants are CN(C)[CH:3]=[C:4]([C:12]1[CH:17]=[CH:16][N:15]=[CH:14][CH:13]=1)[C:5]([C:7]1[O:8][CH:9]=[CH:10][CH:11]=1)=O.Cl.[NH2:20][C:21]([NH2:23])=[NH:22].C(=O)([O-])[O-].[K+].[K+]. The catalyst is CN(C)C=O.O. The product is [O:8]1[CH:9]=[CH:10][CH:11]=[C:7]1[C:5]1[C:4]([C:12]2[CH:13]=[CH:14][N:15]=[CH:16][CH:17]=2)=[CH:3][N:20]=[C:21]([NH2:23])[N:22]=1. The yield is 0.800. (5) The reactants are C(OC([NH:8][C@@H:9]1[C@H:14]([NH:15][C:16]2[N:21]=[C:20]([C:22]3[CH:23]=[N:24][N:25]([CH:27]([F:29])[F:28])[CH:26]=3)[C:19]3[C:30](=[O:40])[N:31](C(OC(C)(C)C)=O)[CH2:32][C:18]=3[C:17]=2[F:41])[CH2:13][CH2:12][O:11][CH2:10]1)=O)(C)(C)C.Cl. The catalyst is CC(O)C. The product is [NH2:8][C@@H:9]1[C@H:14]([NH:15][C:16]2[N:21]=[C:20]([C:22]3[CH:23]=[N:24][N:25]([CH:27]([F:28])[F:29])[CH:26]=3)[C:19]3[C:30](=[O:40])[NH:31][CH2:32][C:18]=3[C:17]=2[F:41])[CH2:13][CH2:12][O:11][CH2:10]1. The yield is 0.960. (6) The reactants are [Br:1][CH2:2][CH2:3][CH2:4][CH2:5][C:6]([CH3:21])([C:15]1C=CC=CC=1)[CH2:7][O:8][CH:9]1[CH2:14][CH2:13][CH2:12][CH2:11][O:10]1.BrCCCCC(C)(C)CO.O1C=CCCC1. The catalyst is C(Cl)Cl.O.C1(C)C=CC(S(O)(=O)=O)=CC=1. The product is [Br:1][CH2:2][CH2:3][CH2:4][CH2:5][C:6]([CH3:21])([CH3:15])[CH2:7][O:8][CH:9]1[CH2:14][CH2:13][CH2:12][CH2:11][O:10]1. The yield is 0.830.